Dataset: CYP3A4 inhibition data for predicting drug metabolism from PubChem BioAssay. Task: Regression/Classification. Given a drug SMILES string, predict its absorption, distribution, metabolism, or excretion properties. Task type varies by dataset: regression for continuous measurements (e.g., permeability, clearance, half-life) or binary classification for categorical outcomes (e.g., BBB penetration, CYP inhibition). Dataset: cyp3a4_veith. (1) The compound is CCOC(=O)CCN1C(=O)[C@H]2CC[C@H]3/C(=N\NC(=O)OCc4ccc(OC)cc4)C[C@@H](O)[C@@H](O)[C@@H]3[C@@H]2C1=O. The result is 0 (non-inhibitor). (2) The molecule is CCN(CC)C(=O)CSc1nnc(-c2cc3ccccc3cc2O)n1CC. The result is 1 (inhibitor). (3) The drug is O=C1N(c2ccccc2)c2ccccc2C1(Cc1ccncc1)Cc1ccncc1. The result is 1 (inhibitor).